From a dataset of Reaction yield outcomes from USPTO patents with 853,638 reactions. Predict the reaction yield, written as a fraction of the theoretical maximum amount of product (1.0 means a 100% yield; for example, 0.34 means a 34% yield). (1) The reactants are [CH2:1]([O:8][C:9]([N:11]1[CH2:16][CH2:15][NH:14][C:13](=[O:17])[CH2:12]1)=[O:10])[C:2]1[CH:7]=[CH:6][CH:5]=[CH:4][CH:3]=1.F[B-](F)(F)F.[CH2:23]([O+](CC)CC)[CH3:24]. The catalyst is ClCCl. The product is [CH2:1]([O:8][C:9]([N:11]1[CH2:12][C:13]([O:17][CH2:23][CH3:24])=[N:14][CH2:15][CH2:16]1)=[O:10])[C:2]1[CH:3]=[CH:4][CH:5]=[CH:6][CH:7]=1. The yield is 0.950. (2) The reactants are CC([O-])(C)C.[K+].CC1C=CC(S([CH2:17][N+:18]#[C-])(=O)=O)=CC=1.[F:20][C:21]1[CH:22]=[C:23]([CH:26]=[CH:27][C:28]=1[O:29][CH3:30])[CH:24]=O.CO. The catalyst is C1COCC1.O. The product is [F:20][C:21]1[CH:22]=[C:23]([CH2:24][C:17]#[N:18])[CH:26]=[CH:27][C:28]=1[O:29][CH3:30]. The yield is 0.580. (3) The reactants are C[C:2]1[CH:3]=[CH:4][CH:5]=[CH:6][C:7]=1[C:8]([OH:10])=O.[C:11](N1C=CN=C1)(N1C=CN=C1)=O.Cl.[NH2:24][CH2:25][C:26]1[CH:35]=[CH:34][CH:33]=[C:32]2[C:27]=1[C:28](=[O:45])[N:29]([CH:37]1[CH2:42][CH2:41][C:40](=[O:43])[NH:39][C:38]1=[O:44])[C:30]([CH3:36])=[N:31]2. The catalyst is CN(C=O)C. The product is [O:44]=[C:38]1[CH:37]([N:29]2[C:28](=[O:45])[C:27]3[C:32](=[CH:33][CH:34]=[CH:35][C:26]=3[CH2:25][NH:24][C:8](=[O:10])[C:7]3[CH:2]=[CH:3][CH:4]=[C:5]([CH3:11])[CH:6]=3)[N:31]=[C:30]2[CH3:36])[CH2:42][CH2:41][C:40](=[O:43])[NH:39]1. The yield is 0.760. (4) The reactants are C([O:5][C:6]([C:8]1[NH:9][C:10]([CH3:19])=[C:11]([C:14]([O:16][CH2:17][CH3:18])=[O:15])[C:12]=1[CH3:13])=O)(C)(C)C.C(OCC)(OCC)OCC. The catalyst is FC(F)(F)C(O)=O. The product is [CH3:19][C:10]1[NH:9][C:8]([CH:6]=[O:5])=[C:12]([CH3:13])[C:11]=1[C:14]([O:16][CH2:17][CH3:18])=[O:15]. The yield is 0.640. (5) The reactants are [CH2:1]([O:3][C:4]([C:6]1[N:7]([CH2:26][C:27]2[CH:32]=[CH:31][CH:30]=[C:29]([Cl:33])[CH:28]=2)[C:8]2[C:13]([C:14]=1[NH2:15])=[CH:12][CH:11]=[C:10]([C:16]1[CH:21]=[CH:20][C:19]([CH2:22][CH2:23][CH2:24][CH3:25])=[CH:18][CH:17]=1)[CH:9]=2)=[O:5])[CH3:2].[CH:34]([O:37][C:38]1[CH:46]=[CH:45][C:41]([C:42](Cl)=[O:43])=[CH:40][CH:39]=1)([CH3:36])[CH3:35].C(N(CC)CC)C.Cl. The catalyst is CN(C1C=CN=CC=1)C.CC#N. The product is [CH2:1]([O:3][C:4]([C:6]1[N:7]([CH2:26][C:27]2[CH:32]=[CH:31][CH:30]=[C:29]([Cl:33])[CH:28]=2)[C:8]2[C:13]([C:14]=1[NH:15][C:42](=[O:43])[C:41]1[CH:40]=[CH:39][C:38]([O:37][CH:34]([CH3:35])[CH3:36])=[CH:46][CH:45]=1)=[CH:12][CH:11]=[C:10]([C:16]1[CH:21]=[CH:20][C:19]([CH2:22][CH2:23][CH2:24][CH3:25])=[CH:18][CH:17]=1)[CH:9]=2)=[O:5])[CH3:2]. The yield is 0.440. (6) The reactants are Br[C:2]1[CH:23]=[CH:22][C:5]2[C:6]3[N:7]([CH:11]=[C:12]([C:14]4[N:18]([CH:19]([CH3:21])[CH3:20])[N:17]=[CH:16][N:15]=4)[N:13]=3)[CH2:8][CH2:9][O:10][C:4]=2[CH:3]=1.CC1(C)C(C)(C)OB([C:32]2[CH:33]=[N:34][C:35]([NH2:38])=[N:36][CH:37]=2)O1. No catalyst specified. The product is [CH:19]([N:18]1[C:14]([C:12]2[N:13]=[C:6]3[C:5]4[CH:22]=[CH:23][C:2]([C:32]5[CH:33]=[N:34][C:35]([NH2:38])=[N:36][CH:37]=5)=[CH:3][C:4]=4[O:10][CH2:9][CH2:8][N:7]3[CH:11]=2)=[N:15][CH:16]=[N:17]1)([CH3:21])[CH3:20]. The yield is 0.730.